Dataset: Catalyst prediction with 721,799 reactions and 888 catalyst types from USPTO. Task: Predict which catalyst facilitates the given reaction. (1) Reactant: [NH2:1][C:2]1[C:7]([N+:8]([O-:10])=[O:9])=[C:6](Cl)[C:5]([Cl:12])=[CH:4][N:3]=1.[N:13]1[CH:18]=[CH:17][CH:16]=[C:15]([CH2:19][N:20]2[CH2:25][CH2:24][NH:23][CH2:22][CH2:21]2)[CH:14]=1.C(N(C(C)C)CC)(C)C. Product: [Cl:12][C:5]1[C:6]([N:23]2[CH2:24][CH2:25][N:20]([CH2:19][C:15]3[CH:14]=[N:13][CH:18]=[CH:17][CH:16]=3)[CH2:21][CH2:22]2)=[C:7]([N+:8]([O-:10])=[O:9])[C:2]([NH2:1])=[N:3][CH:4]=1. The catalyst class is: 32. (2) Reactant: [NH2:1][C:2]1[C:3]([CH3:30])=[C:4]([C:8]2[C:20]3[C:19]4[C:14](=[CH:15][CH:16]=[C:17]([N:21]5[CH2:26][CH2:25][O:24][CH2:23][CH2:22]5)[CH:18]=4)[NH:13][C:12]=3[C:11]([C:27]([NH2:29])=[O:28])=[N:10][CH:9]=2)[CH:5]=[CH:6][CH:7]=1.[CH3:31][C:32]1[CH:40]=[CH:39][C:35]([C:36](Cl)=[O:37])=[CH:34][CH:33]=1.N1C=CC=CC=1. Product: [CH3:30][C:3]1[C:2]([NH:1][C:36](=[O:37])[C:35]2[CH:39]=[CH:40][C:32]([CH3:31])=[CH:33][CH:34]=2)=[CH:7][CH:6]=[CH:5][C:4]=1[C:8]1[C:20]2[C:19]3[C:14](=[CH:15][CH:16]=[C:17]([N:21]4[CH2:22][CH2:23][O:24][CH2:25][CH2:26]4)[CH:18]=3)[NH:13][C:12]=2[C:11]([C:27]([NH2:29])=[O:28])=[N:10][CH:9]=1. The catalyst class is: 4. (3) Reactant: [F:1][C:2]1[CH:3]=[C:4]2[C:8](=[CH:9][CH:10]=1)[NH:7][C:6](=[O:11])[CH2:5]2.C[Si]([N-][Si](C)(C)C)(C)C.[Li+].[CH3:22][O:23][CH:24]([O:36][CH3:37])[CH2:25][C:26]1[N:31]=[C:30]2[CH2:32][O:33][C:34](=O)[C:29]2=[CH:28][CH:27]=1.OS(O)(=O)=O. Product: [CH3:37][O:36][CH:24]([O:23][CH3:22])[CH2:25][C:26]1[N:31]=[C:30]2[CH2:32][O:33][C:34](=[C:5]3[C:4]4[C:8](=[CH:9][CH:10]=[C:2]([F:1])[CH:3]=4)[NH:7][C:6]3=[O:11])[C:29]2=[CH:28][CH:27]=1. The catalyst class is: 1. (4) Reactant: [C:1]([C:3]1[C:4]([N:18]2[CH2:21][CH:20]([C:22](O)=[O:23])[CH2:19]2)=[N:5][C:6]([CH3:17])=[C:7]([C:9]([O:11][CH2:12][C:13]([F:16])([F:15])[F:14])=[O:10])[CH:8]=1)#[N:2].[Cl:25][C:26]1[CH:31]=[CH:30][C:29]([CH2:32][S:33]([NH2:36])(=[O:35])=[O:34])=[CH:28][CH:27]=1.CCN=C=NCCCN(C)C.C1C=CC2N(O)N=NC=2C=1.CCN(C(C)C)C(C)C. Product: [Cl:25][C:26]1[CH:31]=[CH:30][C:29]([CH2:32][S:33]([NH:36][C:22]([CH:20]2[CH2:19][N:18]([C:4]3[C:3]([C:1]#[N:2])=[CH:8][C:7]([C:9]([O:11][CH2:12][C:13]([F:15])([F:14])[F:16])=[O:10])=[C:6]([CH3:17])[N:5]=3)[CH2:21]2)=[O:23])(=[O:34])=[O:35])=[CH:28][CH:27]=1. The catalyst class is: 2. (5) Reactant: [CH2:1](N(CC)CC)C.[CH3:8][O:9][C:10]1[CH:17]=[CH:16][C:13]([CH2:14][NH2:15])=[CH:12][CH:11]=1.Cl[C:19]1[C:24]([C:25]([OH:27])=[O:26])=[CH:23][C:22]([C:28]([F:31])([F:30])[F:29])=[CH:21][N:20]=1.C[Si](C=[N+]=[N-])(C)C.CCCCCC. The catalyst class is: 10. Product: [CH3:8][O:9][C:10]1[CH:17]=[CH:16][C:13]([CH2:14][NH:15][C:19]2[C:24]([C:25]([O:27][CH3:1])=[O:26])=[CH:23][C:22]([C:28]([F:31])([F:30])[F:29])=[CH:21][N:20]=2)=[CH:12][CH:11]=1. (6) The catalyst class is: 519. Product: [C:7]([NH:11][C:12]1[N:6]2[C:2]([S:3][CH:4]=[CH:5]2)=[N:1][C:16]=1[C:15]1[CH:18]=[CH:19][CH:20]=[CH:21][C:14]=1[F:13])([CH3:10])([CH3:9])[CH3:8]. Reactant: [NH2:1][C:2]1[S:3][CH:4]=[CH:5][N:6]=1.[C:7]([N+:11]#[C-:12])([CH3:10])([CH3:9])[CH3:8].[F:13][C:14]1[CH:21]=[CH:20][CH:19]=[CH:18][C:15]=1[CH:16]=O.